Dataset: Forward reaction prediction with 1.9M reactions from USPTO patents (1976-2016). Task: Predict the product of the given reaction. (1) Given the reactants [Cl:1][C:2]1[C:10]([Cl:11])=[CH:9][CH:8]=[CH:7][C:3]=1[C:4]([OH:6])=O.[Cl:12][C:13]1[CH:18]=[CH:17][C:16]([CH:19]([N:22]2[CH2:27][CH2:26][C:25]([F:29])([F:28])[CH2:24][CH2:23]2)[CH2:20][NH2:21])=[CH:15][CH:14]=1, predict the reaction product. The product is: [Cl:12][C:13]1[CH:14]=[CH:15][C:16]([CH:19]([N:22]2[CH2:23][CH2:24][C:25]([F:29])([F:28])[CH2:26][CH2:27]2)[CH2:20][NH:21][C:4](=[O:6])[C:3]2[CH:7]=[CH:8][CH:9]=[C:10]([Cl:11])[C:2]=2[Cl:1])=[CH:17][CH:18]=1. (2) The product is: [CH:1]12[CH2:10][CH:5]3[CH2:6][CH:7]([CH2:9][CH:3]([CH2:4]3)[CH:2]1[NH:11][C:12]([C:14]1[CH:15]=[N:16][N:17]([C:20]3[CH:25]=[CH:24][CH:23]=[CH:22][CH:21]=3)[C:18]=1[N:29]1[CH2:30][CH2:31][CH2:32][CH:27]([OH:26])[CH2:28]1)=[O:13])[CH2:8]2. Given the reactants [CH:1]12[CH2:10][CH:5]3[CH2:6][CH:7]([CH2:9][CH:3]([CH2:4]3)[CH:2]1[NH:11][C:12]([C:14]1[CH:15]=[N:16][N:17]([C:20]3[CH:25]=[CH:24][CH:23]=[CH:22][CH:21]=3)[C:18]=1Cl)=[O:13])[CH2:8]2.[OH:26][CH:27]1[CH2:32][CH2:31][CH2:30][NH:29][CH2:28]1, predict the reaction product. (3) Given the reactants [CH2:1]([O:8][P:9]([CH2:19][CH2:20][O:21][CH2:22][C:23]1[CH:28]=[CH:27][CH:26]=[CH:25][CH:24]=1)(=[O:18])[O:10]CC1C=CC=CC=1)[C:2]1[CH:7]=[CH:6][CH:5]=[CH:4][CH:3]=1.[OH-].[Na+], predict the reaction product. The product is: [CH2:1]([O:8][P:9]([CH2:19][CH2:20][O:21][CH2:22][C:23]1[CH:28]=[CH:27][CH:26]=[CH:25][CH:24]=1)(=[O:10])[OH:18])[C:2]1[CH:3]=[CH:4][CH:5]=[CH:6][CH:7]=1. (4) Given the reactants [CH3:1][C@@H:2]1[CH2:6][CH2:5][CH2:4][C@H:3]1[OH:7].[F:8][C:9]([F:20])([F:19])[C:10]1[CH:17]=[C:16](F)[CH:15]=[CH:14][C:11]=1[C:12]#[N:13].O, predict the reaction product. The product is: [CH3:1][C@@H:2]1[CH2:6][CH2:5][CH2:4][C@H:3]1[O:7][C:16]1[CH:15]=[CH:14][C:11]([C:12]#[N:13])=[C:10]([C:9]([F:8])([F:20])[F:19])[CH:17]=1. (5) Given the reactants [C:1]([O:5][C:6](=[O:32])[CH2:7][CH2:8][CH2:9][NH:10][CH:11]([CH2:14][N:15]([C:22]([O:24][CH2:25][C:26]1[CH:31]=[CH:30][CH:29]=[CH:28][CH:27]=1)=[O:23])[C@H:16]([C:18](OC)=[O:19])[CH3:17])[C:12]#[N:13])([CH3:4])([CH3:3])[CH3:2].O.[OH-].[Li+].CCN=C=NCCCN(C)C.C1C=CC2N(O)N=NC=2C=1, predict the reaction product. The product is: [CH2:25]([O:24][C:22]([N:15]1[CH2:14][CH:11]([C:12]#[N:13])[N:10]([CH2:9][CH2:8][CH2:7][C:6]([O:5][C:1]([CH3:4])([CH3:3])[CH3:2])=[O:32])[C:18](=[O:19])[C@@H:16]1[CH3:17])=[O:23])[C:26]1[CH:27]=[CH:28][CH:29]=[CH:30][CH:31]=1.